This data is from Catalyst prediction with 721,799 reactions and 888 catalyst types from USPTO. The task is: Predict which catalyst facilitates the given reaction. (1) Reactant: [CH3:1][O:2][CH:3]([O:29][CH3:30])[C:4]1[CH:23]=[CH:22][C:7]([O:8][CH2:9][CH2:10]C23C=CC=CC2C(NC3=O)=O)=[C:6]([O:24][CH3:25])[C:5]=1[N+:26]([O-:28])=[O:27].O.[NH2:32]N.O. Product: [CH3:1][O:2][CH:3]([O:29][CH3:30])[C:4]1[CH:23]=[CH:22][C:7]([O:8][CH2:9][CH2:10][NH2:32])=[C:6]([O:24][CH3:25])[C:5]=1[N+:26]([O-:28])=[O:27]. The catalyst class is: 8. (2) Reactant: [CH2:1]([O:3][C:4]([N:6]1[CH2:11][CH2:10][N:9]([C:12](=[O:29])[C@@H:13]([NH:21]C(OC(C)(C)C)=O)[CH2:14][CH2:15][C:16]2[N:17]=[N:18][NH:19][N:20]=2)[CH2:8][CH2:7]1)=[O:5])[CH3:2].C(O)(C(F)(F)F)=O. Product: [CH2:1]([O:3][C:4]([N:6]1[CH2:11][CH2:10][N:9]([C:12](=[O:29])[C@@H:13]([NH2:21])[CH2:14][CH2:15][C:16]2[N:17]=[N:18][NH:19][N:20]=2)[CH2:8][CH2:7]1)=[O:5])[CH3:2]. The catalyst class is: 4. (3) Reactant: [Br:1][C:2]1[CH:14]=[CH:13][C:5]([CH2:6][C@@H:7]([C:9]([O:11][CH3:12])=[O:10])[NH2:8])=[CH:4][CH:3]=1.[C:15]([O:19][C:20]([NH:22][CH2:23][C@H:24]1[CH2:29][CH2:28][C@H:27]([C:30](O)=[O:31])[CH2:26][CH2:25]1)=[O:21])([CH3:18])([CH3:17])[CH3:16].C(N(CC)C(C)C)(C)C.C(P1(=O)OP(=O)(CCC)OP(=O)(CCC)O1)CC. Product: [Br:1][C:2]1[CH:3]=[CH:4][C:5]([CH2:6][C@@H:7]([C:9]([O:11][CH3:12])=[O:10])[NH:8][C:30]([C@H:27]2[CH2:26][CH2:25][C@H:24]([CH2:23][NH:22][C:20]([O:19][C:15]([CH3:18])([CH3:17])[CH3:16])=[O:21])[CH2:29][CH2:28]2)=[O:31])=[CH:13][CH:14]=1. The catalyst class is: 84.